From a dataset of Peptide-MHC class I binding affinity with 185,985 pairs from IEDB/IMGT. Regression. Given a peptide amino acid sequence and an MHC pseudo amino acid sequence, predict their binding affinity value. This is MHC class I binding data. (1) The peptide sequence is YVPTEFWGF. The MHC is HLA-A25:01 with pseudo-sequence HLA-A25:01. The binding affinity (normalized) is 0.0847. (2) The peptide sequence is TRLNAWVKVV. The MHC is HLA-B35:01 with pseudo-sequence HLA-B35:01. The binding affinity (normalized) is 0. (3) The MHC is HLA-A30:02 with pseudo-sequence HLA-A30:02. The peptide sequence is VLQWASLAV. The binding affinity (normalized) is 0.121. (4) The peptide sequence is VDSQYVMGI. The MHC is Mamu-B1001 with pseudo-sequence Mamu-B1001. The binding affinity (normalized) is 0.151. (5) The peptide sequence is KDMPGGYCL. The MHC is HLA-B40:01 with pseudo-sequence HLA-B40:01. The binding affinity (normalized) is 0.0959. (6) The peptide sequence is IPLCRTSCL. The MHC is HLA-B07:02 with pseudo-sequence HLA-B07:02. The binding affinity (normalized) is 0.728. (7) The peptide sequence is TMKFKGTVD. The MHC is HLA-A31:01 with pseudo-sequence HLA-A31:01. The binding affinity (normalized) is 0.0847. (8) The peptide sequence is IETVPVKL. The MHC is Mamu-A11 with pseudo-sequence Mamu-A11. The binding affinity (normalized) is 0.109. (9) The MHC is HLA-B18:01 with pseudo-sequence HLA-B18:01. The binding affinity (normalized) is 0. The peptide sequence is ETINEEAADW.